From a dataset of Full USPTO retrosynthesis dataset with 1.9M reactions from patents (1976-2016). Predict the reactants needed to synthesize the given product. Given the product [Cl:1][C:2]1[CH:7]=[C:6](/[CH:8]=[CH:14]/[N:15]([CH3:17])[CH3:16])[C:5]([N+:9]([O-:11])=[O:10])=[CH:4][N:3]=1, predict the reactants needed to synthesize it. The reactants are: [Cl:1][C:2]1[CH:7]=[C:6]([CH3:8])[C:5]([N+:9]([O-:11])=[O:10])=[CH:4][N:3]=1.CO[CH:14](OC)[N:15]([CH3:17])[CH3:16].